From a dataset of Catalyst prediction with 721,799 reactions and 888 catalyst types from USPTO. Predict which catalyst facilitates the given reaction. (1) Reactant: [O:1]([CH2:8][CH2:9][S:10][CH2:11][C:12]1[CH:17]=[CH:16][C:15]([C:18]2[CH:23]=[CH:22][C:21]([C:24](O)=[O:25])=[CH:20][CH:19]=2)=[CH:14][CH:13]=1)[C:2]1[CH:7]=[CH:6][CH:5]=[CH:4][CH:3]=1.[C:27](N1C=CN=C1)([N:29]1[CH:33]=[CH:32][N:31]=[CH:30]1)=O.CN(C)CCN. Product: [CH3:27][N:29]([CH3:30])[CH2:33][CH2:32][NH:31][C:24]([C:21]1[CH:20]=[CH:19][C:18]([C:15]2[CH:16]=[CH:17][C:12]([CH2:11][S:10][CH2:9][CH2:8][O:1][C:2]3[CH:7]=[CH:6][CH:5]=[CH:4][CH:3]=3)=[CH:13][CH:14]=2)=[CH:23][CH:22]=1)=[O:25]. The catalyst class is: 1. (2) Reactant: [NH2:1][C:2]1[C:11]([NH2:12])=[CH:10][C:5]([C:6]([O:8][CH3:9])=[O:7])=[C:4]([OH:13])[CH:3]=1.[Cl:14][C:15]1[CH:20]=[CH:19][CH:18]=[C:17]([F:21])[C:16]=1[N:22]=[C:23]=S. Product: [Cl:14][C:15]1[CH:20]=[CH:19][CH:18]=[C:17]([F:21])[C:16]=1[NH:22][C:23]1[NH:1][C:2]2[CH:3]=[C:4]([OH:13])[C:5]([C:6]([O:8][CH3:9])=[O:7])=[CH:10][C:11]=2[N:12]=1. The catalyst class is: 10. (3) Reactant: [F:8][C:7]([F:10])([F:9])[C:6](O[C:6](=[O:11])[C:7]([F:10])([F:9])[F:8])=[O:11].[NH2:14][CH2:15][CH2:16][CH2:17][C:18]1[C:19]([C:30]2[CH:35]=[CH:34][N:33]=[CH:32][CH:31]=2)=[C:20]([C:23]2[CH:28]=[CH:27][C:26]([F:29])=[CH:25][CH:24]=2)[NH:21][CH:22]=1.C(=O)([O-])O.[Na+]. Product: [F:29][C:26]1[CH:25]=[CH:24][C:23]([C:20]2[NH:21][CH:22]=[C:18]([CH2:17][CH2:16][CH2:15][NH:14][C:6](=[O:11])[C:7]([F:8])([F:9])[F:10])[C:19]=2[C:30]2[CH:35]=[CH:34][N:33]=[CH:32][CH:31]=2)=[CH:28][CH:27]=1. The catalyst class is: 7. (4) Reactant: [NH:1]1[CH2:4][C:3](=[C:5]([C:7]2[C:16]([Cl:17])=[C:15]3[C:10]([CH2:11][CH2:12][N:13]([CH2:19][C:20]4[C:21](=[O:28])[NH:22][C:23]([CH3:27])=[CH:24][C:25]=4[CH3:26])[C:14]3=[O:18])=[C:9]([Cl:29])[CH:8]=2)[CH3:6])[CH2:2]1.C(N(CC)CC)C.C([O:40][CH2:41][C:42](Cl)=[O:43])(=O)C.C(=O)([O-])[O-].[Cs+].[Cs+]. Product: [Cl:29][C:9]1[CH:8]=[C:7]([C:5](=[C:3]2[CH2:4][N:1]([C:41](=[O:40])[CH2:42][OH:43])[CH2:2]2)[CH3:6])[C:16]([Cl:17])=[C:15]2[C:10]=1[CH2:11][CH2:12][N:13]([CH2:19][C:20]1[C:21](=[O:28])[NH:22][C:23]([CH3:27])=[CH:24][C:25]=1[CH3:26])[C:14]2=[O:18]. The catalyst class is: 4. (5) Reactant: [F:1][C:2]([F:20])([F:19])[C:3]1[N:8]=[C:7]([NH:9][CH2:10][CH2:11][C:12]([F:15])([F:14])[F:13])[C:6]([C:16]([OH:18])=O)=[CH:5][N:4]=1.CCN(C(C)C)C(C)C.C1C=CC2N(O)N=NC=2C=1.[CH3:40][C:41]([NH2:45])([C:43]#[CH:44])[CH3:42].CCN=C=NCCCN(C)C. Product: [CH3:40][C:41]([NH:45][C:16]([C:6]1[C:7]([NH:9][CH2:10][CH2:11][C:12]([F:13])([F:14])[F:15])=[N:8][C:3]([C:2]([F:1])([F:20])[F:19])=[N:4][CH:5]=1)=[O:18])([C:43]#[CH:44])[CH3:42]. The catalyst class is: 2. (6) Product: [Cl:1][C:2]1[N:7]=[C:6]([C:8]2[C:9]([C:10]3[CH:11]=[CH:12][C:13]([CH3:23])=[C:14]([NH:16][C:17](=[O:22])[C:18]([F:19])([F:20])[F:21])[CH:15]=3)=[N:25][N:26]3[CH:31]=[CH:30][CH:29]=[CH:28][C:27]=23)[CH:5]=[CH:4][N:3]=1. Reactant: [Cl:1][C:2]1[N:7]=[C:6]([C:8]#[C:9][C:10]2[CH:11]=[CH:12][C:13]([CH3:23])=[C:14]([NH:16][C:17](=[O:22])[C:18]([F:21])([F:20])[F:19])[CH:15]=2)[CH:5]=[CH:4][N:3]=1.[I-].[NH2:25][N+:26]1[CH:31]=[CH:30][CH:29]=[CH:28][CH:27]=1.C([O-])([O-])=O.[K+].[K+]. The catalyst class is: 18. (7) Reactant: [CH3:1][O:2][C:3]1[C:7]([CH3:8])=[C:6]([O:9][CH3:10])[S:5][C:4]=1[C:11]1[CH:16]=[CH:15][C:14]([N:17]([CH3:38])[CH2:18][CH2:19][N:20]([C:22]2[CH:23]=[CH:24][C:25]([C:28]3[S:29][C:30]([O:36][CH3:37])=[C:31]([CH3:35])[C:32]=3[O:33][CH3:34])=[N:26][CH:27]=2)[CH3:21])=[CH:13][N:12]=1.[CH3:39][S:40]([OH:43])(=[O:42])=[O:41]. Product: [CH3:39][S:40]([OH:43])(=[O:42])=[O:41].[CH3:39][S:40]([OH:43])(=[O:42])=[O:41].[CH3:1][O:2][C:3]1[C:7]([CH3:8])=[C:6]([O:9][CH3:10])[S:5][C:4]=1[C:11]1[CH:16]=[CH:15][C:14]([N:17]([CH3:38])[CH2:18][CH2:19][N:20]([C:22]2[CH:23]=[CH:24][C:25]([C:28]3[S:29][C:30]([O:36][CH3:37])=[C:31]([CH3:35])[C:32]=3[O:33][CH3:34])=[N:26][CH:27]=2)[CH3:21])=[CH:13][N:12]=1. The catalyst class is: 5. (8) Reactant: [CH2:1]([O:8][C:9]1[CH:14]=[CH:13][C:12]([N:15]([CH3:57])[C:16]([C:18]2[CH:19]=[C:20]([C:25]3[CH:26]=[C:27]4[C:32](=[CH:33][C:34]=3[C:35]([N:37]3[C@H:46]([CH2:47][N:48]5[CH2:53][CH2:52][O:51][CH2:50][CH2:49]5)[CH2:45][C:44]5[C:39](=[CH:40][CH:41]=[CH:42][CH:43]=5)[CH2:38]3)=[O:36])[CH2:31][N:30]([C:54](Cl)=[O:55])[CH2:29][CH2:28]4)[N:21]([CH3:24])[C:22]=2[CH3:23])=[O:17])=[CH:11][CH:10]=1)[C:2]1[CH:7]=[CH:6][CH:5]=[CH:4][CH:3]=1.C(=O)([O-])[O-].[K+].[K+].[OH:64][C:65]1[CH:66]=[C:67]([CH:78]=[CH:79][CH:80]=1)[C:68]([O:70][CH2:71][C:72]1[CH:77]=[CH:76][CH:75]=[CH:74][CH:73]=1)=[O:69]. Product: [CH2:1]([O:8][C:9]1[CH:14]=[CH:13][C:12]([N:15]([CH3:57])[C:16]([C:18]2[CH:19]=[C:20]([C:25]3[CH:26]=[C:27]4[C:32](=[CH:33][C:34]=3[C:35]([N:37]3[C@H:46]([CH2:47][N:48]5[CH2:53][CH2:52][O:51][CH2:50][CH2:49]5)[CH2:45][C:44]5[C:39](=[CH:40][CH:41]=[CH:42][CH:43]=5)[CH2:38]3)=[O:36])[CH2:31][N:30]([C:54]([O:64][C:65]3[CH:80]=[CH:79][CH:78]=[C:67]([C:68]([O:70][CH2:71][C:72]5[CH:73]=[CH:74][CH:75]=[CH:76][CH:77]=5)=[O:69])[CH:66]=3)=[O:55])[CH2:29][CH2:28]4)[N:21]([CH3:24])[C:22]=2[CH3:23])=[O:17])=[CH:11][CH:10]=1)[C:2]1[CH:7]=[CH:6][CH:5]=[CH:4][CH:3]=1. The catalyst class is: 616. (9) Reactant: [P:1]([O:5][CH2:6][C:7]1[CH:53]=[CH:52][C:10]([C:11]([O:13][C:14]2[C:18]([O:19][C:20](=[O:33])[C:21]3[CH:26]=[CH:25][C:24]([CH2:27][O:28][P:29]([OH:32])([OH:31])=[O:30])=[CH:23][CH:22]=3)=[C:17]([C:34]([O:36][CH2:37][CH3:38])=[O:35])[N:16]([C:39]3[CH:44]=[CH:43][C:42]([O:45][CH3:46])=[CH:41][CH:40]=3)[C:15]=2[C:47](=[O:51])[N:48]([CH3:50])[CH3:49])=[O:12])=[CH:9][CH:8]=1)([OH:4])([OH:3])=[O:2].C(=O)(O)[O-].[Na+:58]. Product: [P:29]([O-:32])([O:28][CH2:27][C:24]1[CH:25]=[CH:26][C:21]([C:20]([O:19][C:18]2[C:14]([O:13][C:11]([C:10]3[CH:9]=[CH:8][C:7]([CH2:6][O:5][P:1]([O-:4])([OH:3])=[O:2])=[CH:53][CH:52]=3)=[O:12])=[C:15]([C:47](=[O:51])[N:48]([CH3:50])[CH3:49])[N:16]([C:39]3[CH:44]=[CH:43][C:42]([O:45][CH3:46])=[CH:41][CH:40]=3)[C:17]=2[C:34]([O:36][CH2:37][CH3:38])=[O:35])=[O:33])=[CH:22][CH:23]=1)([OH:31])=[O:30].[Na+:58].[Na+:58]. The catalyst class is: 192.